From a dataset of Reaction yield outcomes from USPTO patents with 853,638 reactions. Predict the reaction yield, written as a fraction of the theoretical maximum amount of product (1.0 means a 100% yield; for example, 0.34 means a 34% yield). (1) The reactants are C([O:7][CH2:8][CH3:9])(=O)CCC=C.C[N+]1([O-])CC[O:14][CH2:13]C1.C[OH:19].ClCCl.[O:23]1[CH2:27][CH2:26][CH2:25][CH2:24]1. The catalyst is O.[Os](=O)(=O)(=O)=O. The product is [CH2:8]([O:7][C:27](=[O:23])[CH2:26][CH2:25][CH:24]([OH:19])[CH2:13][OH:14])[CH3:9]. The yield is 0.960. (2) The reactants are C([NH:5][S:6]([C:9]1[CH:14]=[CH:13][CH:12]=[C:11]([C:15]2[CH:20]=[C:19]([C:21]3[CH:26]=[C:25]([C:27]([F:30])([F:29])[F:28])[CH:24]=[C:23]([C:31]4[CH:36]=[CH:35][C:34]([C:37]([F:40])([F:39])[F:38])=[CH:33][CH:32]=4)[N:22]=3)[CH:18]=[CH:17][N:16]=2)[CH:10]=1)(=[O:8])=[O:7])(C)(C)C.C(O)(C(F)(F)F)=O. The catalyst is ClCCl. The product is [F:30][C:27]([F:28])([F:29])[C:25]1[CH:24]=[C:23]([C:31]2[CH:36]=[CH:35][C:34]([C:37]([F:38])([F:39])[F:40])=[CH:33][CH:32]=2)[N:22]=[C:21]([C:19]2[CH:18]=[CH:17][N:16]=[C:15]([C:11]3[CH:10]=[C:9]([S:6]([NH2:5])(=[O:8])=[O:7])[CH:14]=[CH:13][CH:12]=3)[CH:20]=2)[CH:26]=1. The yield is 0.810. (3) The reactants are FC(F)(F)C(O)=O.[CH:8]1([CH2:11][O:12][C:13]2[C:21]([C:22]3[C:23]4[CH:32]=[N:31][N:30](COCC[Si](C)(C)C)[C:24]=4[C:25](=[O:29])[N:26]([CH3:28])[CH:27]=3)=[CH:20][CH:19]=[C:18]3[C:14]=2[CH:15]=[N:16][N:17]3[CH3:41])[CH2:10][CH2:9]1.[OH-].[NH4+].O. The catalyst is C(Cl)Cl.CO. The product is [CH:8]1([CH2:11][O:12][C:13]2[C:21]([C:22]3[C:23]4[CH:32]=[N:31][NH:30][C:24]=4[C:25](=[O:29])[N:26]([CH3:28])[CH:27]=3)=[CH:20][CH:19]=[C:18]3[C:14]=2[CH:15]=[N:16][N:17]3[CH3:41])[CH2:10][CH2:9]1. The yield is 0.670. (4) The reactants are FC(F)(F)S(O[C:7]1[C:8]([C:18](=[O:20])[CH3:19])=[CH:9][C:10]([Cl:17])=[C:11]2[C:16]=1[N:15]=[CH:14][CH:13]=[CH:12]2)(=O)=O.[N:23]1([CH2:29][CH2:30][OH:31])[CH2:28][CH2:27][NH:26][CH2:25][CH2:24]1.C1C=CC(P(C2C=CC3C(=CC=CC=3)C=2C2C3C(=CC=CC=3)C=CC=2P(C2C=CC=CC=2)C2C=CC=CC=2)C2C=CC=CC=2)=CC=1.C(=O)([O-])[O-].[Cs+].[Cs+]. The catalyst is O1CCCC1.ClCCl.C([O-])(=O)C.[Pd+2].C([O-])(=O)C. The product is [Cl:17][C:10]1[CH:9]=[C:8]([C:18](=[O:20])[CH3:19])[C:7]([N:26]2[CH2:27][CH2:28][N:23]([CH2:29][CH2:30][OH:31])[CH2:24][CH2:25]2)=[C:16]2[C:11]=1[CH:12]=[CH:13][CH:14]=[N:15]2. The yield is 0.140. (5) The reactants are [CH2:1]([N:5]1[C:14]2[CH2:13][CH2:12][CH2:11][CH2:10][C:9]=2[CH:8]=[C:7](C(O)=O)[C:6]1=[O:18])[CH2:2][CH2:3][CH3:4].S(Cl)(Cl)=O.[N-]=[N+]=[N-].[Na+].[CH2:27]([OH:34])[C:28]1[CH:33]=[CH:32][CH:31]=[CH:30][CH:29]=1.C[N:36]([CH:38]=[O:39])C. The catalyst is C1(C)C=CC=CC=1.O. The product is [CH2:27]([O:34][C:38](=[O:39])[NH:36][C:7]1[C:6](=[O:18])[N:5]([CH2:1][CH2:2][CH2:3][CH3:4])[C:14]2[CH2:13][CH2:12][CH2:11][CH2:10][C:9]=2[CH:8]=1)[C:28]1[CH:33]=[CH:32][CH:31]=[CH:30][CH:29]=1. The yield is 0.630.